From a dataset of Full USPTO retrosynthesis dataset with 1.9M reactions from patents (1976-2016). Predict the reactants needed to synthesize the given product. (1) Given the product [OH:1][CH2:2][C@@H:3]([NH:18][C:19](=[O:25])[O:20][C:21]([CH3:24])([CH3:23])[CH3:22])[C@H:4]([C:8]1[CH:13]=[CH:12][C:11]([C:14]([F:17])([F:16])[F:15])=[CH:10][CH:9]=1)[CH2:5][CH2:6][CH3:7], predict the reactants needed to synthesize it. The reactants are: [OH:1][CH2:2][C@@H:3]([NH:18][C:19](=[O:25])[O:20][C:21]([CH3:24])([CH3:23])[CH3:22])[C@H:4]([C:8]1[CH:13]=[CH:12][C:11]([C:14]([F:17])([F:16])[F:15])=[CH:10][CH:9]=1)/[CH:5]=[CH:6]/[CH3:7]. (2) Given the product [CH:1]([C:4]1[CH:9]=[CH:8][C:7]([S:10]([C:14]2[CH:19]=[CH:18][CH:17]=[CH:16][CH:15]=2)(=[O:12])=[O:11])=[CH:6][CH:5]=1)([CH3:3])[CH3:2], predict the reactants needed to synthesize it. The reactants are: [CH:1]([C:4]1[CH:9]=[CH:8][C:7]([S:10](Cl)(=[O:12])=[O:11])=[CH:6][CH:5]=1)([CH3:3])[CH3:2].[CH:14]1[CH:19]=[CH:18][CH:17]=[CH:16][CH:15]=1.[Cl-].[Al+3].[Cl-].[Cl-]. (3) Given the product [CH3:8][N:6]1[CH:7]=[C:2]([B:13]2[O:14][C:15]([CH3:17])([CH3:16])[C:11]([CH3:27])([CH3:10])[O:12]2)[CH:3]=[CH:4][C:5]1=[O:9], predict the reactants needed to synthesize it. The reactants are: Br[C:2]1[CH:3]=[CH:4][C:5](=[O:9])[N:6]([CH3:8])[CH:7]=1.[CH3:10][C:11]1([CH3:27])[C:15]([CH3:17])([CH3:16])[O:14][B:13]([B:13]2[O:14][C:15]([CH3:17])([CH3:16])[C:11]([CH3:27])([CH3:10])[O:12]2)[O:12]1.C([O-])(=O)C.[Na+]. (4) Given the product [CH3:1][C:2]1[CH:3]=[C:4]([OH:5])[C:8]([C:10]2[CH:11]=[N:12][CH:13]=[CH:14][CH:15]=2)=[N:16][C:6]=1[CH3:7], predict the reactants needed to synthesize it. The reactants are: [CH3:1][C:2]1[CH:3]=[C:4]([C:8]([C:10]2[CH:11]=[N:12][CH:13]=[CH:14][CH:15]=2)=O)[O:5][C:6]=1[CH3:7].[NH3:16]. (5) The reactants are: [O:1]1[CH2:6][CH2:5][CH2:4][CH2:3][CH:2]1[N:7]1[CH:11]=[C:10](B2OC(C)(C)C(C)(C)O2)[CH:9]=[N:8]1.Br[C:22]1[CH:23]=[C:24]2[C:28](=[CH:29][CH:30]=1)[N:27]([CH2:31][CH:32]1[CH2:37][CH2:36][N:35]([C:38]([O:40][CH2:41][C:42]3[CH:47]=[CH:46][CH:45]=[CH:44][CH:43]=3)=[O:39])[CH2:34][CH2:33]1)[CH:26]=[CH:25]2.C(=O)([O-])[O-].[K+].[K+]. Given the product [O:1]1[CH2:6][CH2:5][CH2:4][CH2:3][CH:2]1[N:7]1[CH:11]=[CH:10][C:9]([C:22]2[CH:23]=[C:24]3[C:28](=[CH:29][CH:30]=2)[N:27]([CH2:31][CH:32]2[CH2:33][CH2:34][N:35]([C:38]([O:40][CH2:41][C:42]4[CH:47]=[CH:46][CH:45]=[CH:44][CH:43]=4)=[O:39])[CH2:36][CH2:37]2)[CH:26]=[CH:25]3)=[N:8]1, predict the reactants needed to synthesize it.